Dataset: Full USPTO retrosynthesis dataset with 1.9M reactions from patents (1976-2016). Task: Predict the reactants needed to synthesize the given product. (1) Given the product [C:1]1([C:10]([OH:12])=[O:11])[CH:2]=[CH:3][N:4]2[C:9]=1[CH2:8][CH2:7][CH2:6][CH2:5]2, predict the reactants needed to synthesize it. The reactants are: [C:1]1([C:10]([O:12]C)=[O:11])[CH:2]=[CH:3][N:4]2[C:9]=1[CH2:8][CH2:7][CH2:6][CH2:5]2.[Li+].[OH-].Cl. (2) Given the product [NH2:26][C:25]1[N:8]([C:5]2[CH:6]=[CH:7][C:2]([F:1])=[CH:3][CH:4]=2)[N:9]=[CH:27][C:24]=1[C:22](=[O:23])[C:21]1[CH:35]=[CH:36][CH:37]=[C:19]([O:18][CH2:17][CH2:16][N:10]2[CH2:11][CH2:12][O:13][CH2:14][CH2:15]2)[CH:20]=1, predict the reactants needed to synthesize it. The reactants are: [F:1][C:2]1[CH:7]=[CH:6][C:5]([NH:8][NH2:9])=[CH:4][CH:3]=1.[N:10]1([CH2:16][CH2:17][O:18][C:19]2[CH:20]=[C:21]([CH:35]=[CH:36][CH:37]=2)[C:22]([C:24](=[CH:27]NC2C=CC=CC=2)[C:25]#[N:26])=[O:23])[CH2:15][CH2:14][O:13][CH2:12][CH2:11]1. (3) Given the product [NH2:1][C:2]1[CH:3]=[C:4]([NH:10][C:11](=[O:26])[CH2:12][CH2:13][C:14]2[C:19]([O:20][CH3:21])=[CH:18][C:17]([O:22][CH3:23])=[CH:16][C:15]=2[O:24][CH3:25])[CH:5]=[CH:6][C:7]=1[O:8][CH3:9], predict the reactants needed to synthesize it. The reactants are: [NH2:1][C:2]1[CH:3]=[C:4]([NH:10][C:11](=[O:26])/[CH:12]=[CH:13]/[C:14]2[C:19]([O:20][CH3:21])=[CH:18][C:17]([O:22][CH3:23])=[CH:16][C:15]=2[O:24][CH3:25])[CH:5]=[CH:6][C:7]=1[O:8][CH3:9].[H][H]. (4) The reactants are: [CH2:1]([O:8][C:9]1[CH:14]=[CH:13][C:12]([C:15]2[N:20]=[CH:19][N:18]=[C:17]([NH:21][C@H:22]([C:30]([O:32]C)=[O:31])[CH2:23][C:24]3[CH:29]=[CH:28][CH:27]=[CH:26][CH:25]=3)[C:16]=2[CH:34]=[O:35])=[CH:11][CH:10]=1)[C:2]1[CH:7]=[CH:6][CH:5]=[CH:4][CH:3]=1.[OH-].[Na+].Cl. Given the product [CH2:1]([O:8][C:9]1[CH:10]=[CH:11][C:12]([C:15]2[N:20]=[CH:19][N:18]=[C:17]([NH:21][C@H:22]([C:30]([OH:32])=[O:31])[CH2:23][C:24]3[CH:29]=[CH:28][CH:27]=[CH:26][CH:25]=3)[C:16]=2[CH:34]=[O:35])=[CH:13][CH:14]=1)[C:2]1[CH:7]=[CH:6][CH:5]=[CH:4][CH:3]=1, predict the reactants needed to synthesize it. (5) Given the product [F:38][C:35]([F:36])([F:37])[C:34]([N:33]1[CH:31]2[CH2:30][CH2:29][CH:28]1[CH2:27][C:26](=[C:17]1[C:16]3[CH:15]=[CH:14][CH:13]=[C:12]([NH:11][CH:8]=[O:10])[C:25]=3[O:24][C:23]3[C:18]1=[CH:19][CH:20]=[CH:21][CH:22]=3)[CH2:32]2)=[O:39], predict the reactants needed to synthesize it. The reactants are: C(OC(=O)C)(=O)C.[CH:8]([OH:10])=O.[NH2:11][C:12]1[C:25]2[O:24][C:23]3[C:18](=[CH:19][CH:20]=[CH:21][CH:22]=3)[C:17](=[C:26]3[CH2:32][CH:31]4[N:33]([C:34](=[O:39])[C:35]([F:38])([F:37])[F:36])[CH:28]([CH2:29][CH2:30]4)[CH2:27]3)[C:16]=2[CH:15]=[CH:14][CH:13]=1. (6) Given the product [NH2:23][CH2:22][C@@H:18]1[C@H:19]([OH:21])[CH2:20][N:16]([CH2:15][C@H:14]2[N:9]3[C:10]4[C:5]([CH:6]=[CH:7][C:8]3=[O:34])=[CH:4][CH:3]=[C:2]([F:1])[C:11]=4[O:12][CH2:13]2)[CH2:17]1, predict the reactants needed to synthesize it. The reactants are: [F:1][C:2]1[C:11]2[O:12][CH2:13][C@@H:14]([CH2:15][N:16]3[CH2:20][C@@H:19]([OH:21])[C@@H:18]([CH2:22][NH:23]C(=O)OCC4C=CC=CC=4)[CH2:17]3)[N:9]3[C:10]=2[C:5]([CH:6]=[CH:7][C:8]3=[O:34])=[CH:4][CH:3]=1.[H][H]. (7) Given the product [O:35]1[CH2:36][CH2:37][CH:38]([NH:39][C:3]([C:5]2[N:6]([CH3:25])[N:7]=[C:8]([O:10][CH2:11][C:12]3[C:13]([C:18]4[CH:23]=[CH:22][C:21]([F:24])=[CH:20][N:19]=4)=[N:14][O:15][C:16]=3[CH3:17])[CH:9]=2)=[O:4])[CH2:43]1, predict the reactants needed to synthesize it. The reactants are: CO[C:3]([C:5]1[N:6]([CH3:25])[N:7]=[C:8]([O:10][CH2:11][C:12]2[C:13]([C:18]3[CH:23]=[CH:22][C:21]([F:24])=[CH:20][N:19]=3)=[N:14][O:15][C:16]=2[CH3:17])[CH:9]=1)=[O:4].COC(C1NN=C([O:35][CH2:36][C:37]2[C:38]([C:43]3C=CC=CC=3)=[N:39]OC=2C)C=1)=O.NC1CCOC1.